This data is from Catalyst prediction with 721,799 reactions and 888 catalyst types from USPTO. The task is: Predict which catalyst facilitates the given reaction. Reactant: [NH2:1][CH2:2][C@@H:3]1[CH2:12][C:11]2[C:6](=[CH:7][CH:8]=[CH:9][CH:10]=2)[CH2:5][N:4]1[C:13]([C:15]1[CH:20]=[C:19]([C:21](=[O:36])[NH:22][S:23]([C:26]2[CH:35]=[CH:34][C:33]3[C:28](=[CH:29][CH:30]=[CH:31][CH:32]=3)[CH:27]=2)(=[O:25])=[O:24])[CH:18]=[CH:17][C:16]=1[N:37]1[C:41]([CH3:42])=[C:40]([Cl:43])[C:39]([C:44]([N:46]([CH2:51][CH2:52][CH2:53][CH3:54])[CH2:47][CH2:48][CH2:49][CH3:50])=[O:45])=[N:38]1)=[O:14].[CH3:55][N:56]1[CH2:61][CH2:60][C:59](=O)[CH2:58][CH2:57]1.[BH-](OC(C)=O)(OC(C)=O)OC(C)=O.[Na+]. Product: [CH2:47]([N:46]([CH2:51][CH2:52][CH2:53][CH3:54])[C:44]([C:39]1[C:40]([Cl:43])=[C:41]([CH3:42])[N:37]([C:16]2[CH:17]=[CH:18][C:19]([C:21](=[O:36])[NH:22][S:23]([C:26]3[CH:35]=[CH:34][C:33]4[C:28](=[CH:29][CH:30]=[CH:31][CH:32]=4)[CH:27]=3)(=[O:25])=[O:24])=[CH:20][C:15]=2[C:13]([N:4]2[C@H:3]([CH2:2][NH:1][CH:59]3[CH2:60][CH2:61][N:56]([CH3:55])[CH2:57][CH2:58]3)[CH2:12][C:11]3[C:6](=[CH:7][CH:8]=[CH:9][CH:10]=3)[CH2:5]2)=[O:14])[N:38]=1)=[O:45])[CH2:48][CH2:49][CH3:50]. The catalyst class is: 812.